Dataset: Catalyst prediction with 721,799 reactions and 888 catalyst types from USPTO. Task: Predict which catalyst facilitates the given reaction. (1) Reactant: [N-:1]([S:9]([C:12]([F:15])([F:14])[F:13])(=[O:11])=[O:10])[S:2]([C:5]([F:8])([F:7])[F:6])(=[O:4])=[O:3].[Li+].[Br-].[CH2:18]1[N+:23]2([CH2:29][CH2:28][CH2:27][CH2:26][CH2:25][CH2:24]2)[CH2:22][CH2:21][CH2:20][CH2:19]1. Product: [N-:1]([S:2]([C:5]([F:8])([F:6])[F:7])(=[O:4])=[O:3])[S:9]([C:12]([F:15])([F:14])[F:13])(=[O:11])=[O:10].[CH2:22]1[N+:23]2([CH2:24][CH2:25][CH2:26][CH2:27][CH2:28][CH2:29]2)[CH2:18][CH2:19][CH2:20][CH2:21]1. The catalyst class is: 6. (2) Reactant: [Br:1][C:2]1[CH:3]=[CH:4][C:5]([NH:12][C:13](=[O:21])[CH2:14][C:15]2[CH:16]=[N:17][CH:18]=[CH:19][CH:20]=2)=[C:6]([CH:11]=1)[C:7]([O:9]C)=O.CO[Na]. Product: [Br:1][C:2]1[CH:11]=[C:6]2[C:5](=[CH:4][CH:3]=1)[NH:12][C:13](=[O:21])[CH:14]([C:15]1[CH:16]=[N:17][CH:18]=[CH:19][CH:20]=1)[C:7]2=[O:9]. The catalyst class is: 7. (3) Reactant: [Cl:1][C:2]1[C:11]2[N:10]([CH3:12])[O:9][C@H:8]3[NH:13][C@H:14]([C:16]([O:18][CH3:19])=[O:17])[CH2:15][C@@:7]3([OH:20])[C:6]=2[CH:5]=[CH:4][CH:3]=1.[CH:21]([O:24][CH2:25]CO)([CH3:23])[CH3:22]. Product: [Cl:1][C:2]1[C:11]2[N:10]([CH3:12])[O:9][C@H:8]3[NH:13][C@H:14]([C:16]([O:18][CH2:19][CH2:25][O:24][CH:21]([CH3:23])[CH3:22])=[O:17])[CH2:15][C@@:7]3([OH:20])[C:6]=2[CH:5]=[CH:4][CH:3]=1. The catalyst class is: 11. (4) Reactant: [C:1]([C:3]1[N:4](C(OC(C)(C)C)=O)[C:5]2[C:10]([CH:11]=1)=[CH:9][C:8]([CH2:12]Br)=[CH:7][CH:6]=2)#[N:2].[NH:21]1[CH2:26][CH2:25][CH:24]([NH:27][C:28]2[C:29]3[CH:36]=[C:35]([CH2:37][C:38]([F:41])([F:40])[F:39])[S:34][C:30]=3[N:31]=[CH:32][N:33]=2)[CH2:23][CH2:22]1.CCN(C(C)C)C(C)C.Cl[Sn](Cl)(Cl)Cl. Product: [F:40][C:38]([F:39])([F:41])[CH2:37][C:35]1[S:34][C:30]2[N:31]=[CH:32][N:33]=[C:28]([NH:27][CH:24]3[CH2:23][CH2:22][N:21]([CH2:12][C:8]4[CH:9]=[C:10]5[C:5](=[CH:6][CH:7]=4)[NH:4][C:3]([C:1]#[N:2])=[CH:11]5)[CH2:26][CH2:25]3)[C:29]=2[CH:36]=1. The catalyst class is: 2.